Dataset: Full USPTO retrosynthesis dataset with 1.9M reactions from patents (1976-2016). Task: Predict the reactants needed to synthesize the given product. (1) Given the product [NH2:1][C:2]1[N:3]=[CH:4][C:5]([C:8]2[C:9]([F:19])=[C:10]([C:11]([CH:14]3[CH2:15][CH2:16][CH2:17]3)=[CH:12][CH:13]=2)[O:18][C:21]2[N:26]=[C:25]([CH3:27])[N:24]=[C:23]([N:28]([CH3:30])[CH3:29])[CH:22]=2)=[N:6][CH:7]=1, predict the reactants needed to synthesize it. The reactants are: [NH2:1][C:2]1[N:3]=[CH:4][C:5]([C:8]2[C:9]([F:19])=[C:10]([OH:18])[C:11]([CH:14]3[CH2:17][CH2:16][CH2:15]3)=[CH:12][CH:13]=2)=[N:6][CH:7]=1.Cl[C:21]1[N:26]=[C:25]([CH3:27])[N:24]=[C:23]([N:28]([CH3:30])[CH3:29])[CH:22]=1. (2) Given the product [F:6][O:5][P:3]([CH2:7][C:8]1[CH:13]=[CH:12][C:11]([CH2:14][N:15]([CH2:27][C:28]2[CH:33]=[CH:32][C:31]([C:34]3[CH:35]=[CH:36][C:37]([O:44][CH3:45])=[C:38]([CH:43]=3)[C:39]([OH:41])=[O:40])=[CH:30][CH:29]=2)[S:16]([C:19]2[CH:24]=[CH:23][CH:22]=[CH:21][C:20]=2[O:25][CH3:26])(=[O:17])=[O:18])=[CH:10][C:9]=1[Cl:46])([O:2][F:1])=[O:4], predict the reactants needed to synthesize it. The reactants are: [F:1][O:2][P:3]([CH2:7][C:8]1[CH:13]=[CH:12][C:11]([CH2:14][N:15]([CH2:27][C:28]2[CH:33]=[CH:32][C:31]([C:34]3[CH:35]=[CH:36][C:37]([O:44][CH3:45])=[C:38]([CH:43]=3)[C:39]([O:41]C)=[O:40])=[CH:30][CH:29]=2)[S:16]([C:19]2[CH:24]=[CH:23][CH:22]=[CH:21][C:20]=2[O:25][CH3:26])(=[O:18])=[O:17])=[CH:10][C:9]=1[Cl:46])([O:5][F:6])=[O:4]. (3) Given the product [CH2:31]([N:5]([CH2:1][CH2:2][CH2:3][CH3:4])[C:6]([C:8]1[N:13]=[C:12]2[N:14]([CH2:22][CH2:23][CH2:24][N:25]3[CH2:26][CH2:27][CH2:28][CH2:29][CH2:30]3)[C:15]([O:43][C:40]3[CH:41]=[CH:42][C:37]([O:36][CH3:35])=[CH:38][CH:39]=3)=[N:16][C:11]2=[CH:10][CH:9]=1)=[O:7])[CH2:32][CH2:33][CH3:34], predict the reactants needed to synthesize it. The reactants are: [CH2:1]([N:5]([CH2:31][CH2:32][CH2:33][CH3:34])[C:6]([C:8]1[N:13]=[C:12]2[N:14]([CH2:22][CH2:23][CH2:24][N:25]3[CH2:30][CH2:29][CH2:28][CH2:27][CH2:26]3)[C:15](S(CC)(=O)=O)=[N:16][C:11]2=[CH:10][CH:9]=1)=[O:7])[CH2:2][CH2:3][CH3:4].[CH3:35][O:36][C:37]1[CH:42]=[CH:41][C:40]([OH:43])=[CH:39][CH:38]=1.C(N(C(C)C)CC)(C)C. (4) Given the product [CH2:1]([N:8]1[CH2:13][CH2:12][N:11]([C:14]2[C:15]3[S:21][CH:20]=[CH:19][C:16]=3[N:17]([CH3:22])[N:18]=2)[CH2:10][CH2:9]1)[C:2]1[CH:3]=[CH:4][CH:5]=[CH:6][CH:7]=1, predict the reactants needed to synthesize it. The reactants are: [CH2:1]([N:8]1[CH2:13][CH2:12][N:11]([C:14]2[C:15]3[S:21][CH:20]=[CH:19][C:16]=3[NH:17][N:18]=2)[CH2:10][CH2:9]1)[C:2]1[CH:7]=[CH:6][CH:5]=[CH:4][CH:3]=1.[CH3:22]C(C)([O-])C.[K+].C([O-])(O)=O.[Na+]. (5) Given the product [O:15]=[C:13]1[CH2:9][C:8](=[O:10])[CH2:7][C:4]2([CH2:5][CH2:6][O:1][CH2:2][CH2:3]2)[CH:12]1[C:11]([O:18][CH3:19])=[O:17], predict the reactants needed to synthesize it. The reactants are: [O:1]1[CH2:6][CH2:5][C:4](=[CH:7][C:8](=[O:10])[CH3:9])[CH2:3][CH2:2]1.[C:11]([O:18][CH3:19])(=[O:17])[CH2:12][C:13]([O:15]C)=O.C[O-].[Na+].